Dataset: Forward reaction prediction with 1.9M reactions from USPTO patents (1976-2016). Task: Predict the product of the given reaction. (1) The product is: [N:1]1([CH2:5][CH2:6][O:7][C:8]2[CH:9]=[C:10]3[C:14](=[CH:15][CH:16]=2)[N:13]([C:17]2[CH:22]=[CH:21][CH:20]=[C:19]([C:28]#[C:27][C@:29]4([OH:36])[CH2:33][CH2:32][N:31]([CH3:34])[C:30]4=[O:35])[CH:18]=2)[N:12]=[C:11]3[C:24]([NH2:26])=[O:25])[CH2:4][CH2:3][CH2:2]1. Given the reactants [N:1]1([CH2:5][CH2:6][O:7][C:8]2[CH:9]=[C:10]3[C:14](=[CH:15][CH:16]=2)[N:13]([C:17]2[CH:22]=[CH:21][CH:20]=[C:19](I)[CH:18]=2)[N:12]=[C:11]3[C:24]([NH2:26])=[O:25])[CH2:4][CH2:3][CH2:2]1.[C:27]([C@:29]1([OH:36])[CH2:33][CH2:32][N:31]([CH3:34])[C:30]1=[O:35])#[CH:28], predict the reaction product. (2) Given the reactants [NH2:1][CH2:2][CH2:3][C:4]1[CH:9]=[CH:8][CH:7]=[CH:6][C:5]=1[C:10]1[CH:15]=[CH:14][C:13]([C@H:16]2[C@H:21]([C:22]3[CH:27]=[CH:26][N:25]([CH3:28])[C:24](=[O:29])[CH:23]=3)[CH2:20][CH2:19][N:18]([C:30]([O:32][C:33]([CH3:36])([CH3:35])[CH3:34])=[O:31])[CH2:17]2)=[C:12]([Cl:37])[CH:11]=1.CCN(CC)CC.[C:45](Cl)(=[O:48])[CH2:46][CH3:47], predict the reaction product. The product is: [Cl:37][C:12]1[CH:11]=[C:10]([C:5]2[CH:6]=[CH:7][CH:8]=[CH:9][C:4]=2[CH2:3][CH2:2][NH:1][C:45](=[O:48])[CH2:46][CH3:47])[CH:15]=[CH:14][C:13]=1[C@H:16]1[C@H:21]([C:22]2[CH:27]=[CH:26][N:25]([CH3:28])[C:24](=[O:29])[CH:23]=2)[CH2:20][CH2:19][N:18]([C:30]([O:32][C:33]([CH3:34])([CH3:36])[CH3:35])=[O:31])[CH2:17]1. (3) Given the reactants [NH2:1][C:2]1[CH:7]=[CH:6][C:5]([Cl:8])=[CH:4][N:3]=1.[Br:9][C:10]1[CH:17]=[CH:16][C:13]([CH:14]=O)=[CH:12][CH:11]=1.[N+:18]([CH2:20][C:21]([O:23][CH2:24][CH3:25])=[O:22])#[C-:19], predict the reaction product. The product is: [Br:9][C:10]1[CH:17]=[CH:16][C:13]([C:14]2[N:1]=[C:2]3[CH:7]=[CH:6][C:5]([Cl:8])=[CH:4][N:3]3[C:19]=2[NH:18][CH2:20][C:21]([O:23][CH2:24][CH3:25])=[O:22])=[CH:12][CH:11]=1. (4) Given the reactants B(F)(F)F.CCO[CH2:8][CH3:9].[NH:10]1[C:16]2[CH:17]=[CH:18][CH:19]=[CH:20][C:15]=2[CH:14]=CC=N1.[CH:21]1[CH2:25][CH2:24][CH2:23]C=1.C=O.[C:28](#[N:30])[CH3:29], predict the reaction product. The product is: [CH:18]1[CH:19]=[CH:20][C:15]2[CH2:14][NH:30][CH2:28][CH2:29][N:10]3[C:16]=2[C:17]=1[CH:9]1[CH2:8][CH2:23][CH2:24][CH:25]1[CH2:21]3. (5) Given the reactants OC[N:3]1[C:7]2[N:8]=[C:9]([NH:24][C:25]3[CH:30]=[CH:29][C:28]([N:31]4[CH2:36][CH2:35][N:34]([CH3:37])[CH2:33][CH2:32]4)=[CH:27][CH:26]=3)[N:10]=[C:11]([O:12][C:13]3[CH:14]=[C:15](NC(=O)C=C)[CH:16]=[CH:17][CH:18]=3)[C:6]=2[CH:5]=[CH:4]1.[NH3:38], predict the reaction product. The product is: [CH3:37][N:34]1[CH2:33][CH2:32][N:31]([C:28]2[CH:29]=[CH:30][C:25]([NH:24][C:9]3[N:10]=[C:11]([O:12][C:13]4[CH:14]=[C:15]([C:6](=[CH2:5])[C:11]([NH2:38])=[O:12])[CH:16]=[CH:17][CH:18]=4)[C:6]4[CH:5]=[CH:4][NH:3][C:7]=4[N:8]=3)=[CH:26][CH:27]=2)[CH2:36][CH2:35]1. (6) Given the reactants [Si:1]([O:8][CH2:9][CH2:10][N:11]([CH3:45])[C:12]([C:14]1[C:19]([O:20][CH2:21][C:22]2[CH:27]=[CH:26][CH:25]=[CH:24][CH:23]=2)=[C:18]([OH:28])[N:17]=[C:16]([CH2:29][C:30]2([C:35]3[C:44]4[C:39](=[CH:40][CH:41]=[CH:42][CH:43]=4)[CH:38]=[CH:37][CH:36]=3)[CH2:34][CH2:33][CH2:32][CH2:31]2)[N:15]=1)=[O:13])([C:4]([CH3:7])([CH3:6])[CH3:5])([CH3:3])[CH3:2].[CH2:46](OC1C(C(O)=O)=NC(CC2(C3C4C(=CC=CC=4)C=CC=3)CCCC2)=NC=1O)[C:47]1[CH:52]=CC=CC=1.[Si](OCCNCC1CC1)(C(C)(C)C)(C)C, predict the reaction product. The product is: [Si:1]([O:8][CH2:9][CH2:10][N:11]([CH2:45][CH:52]1[CH2:47][CH2:46]1)[C:12]([C:14]1[C:19]([O:20][CH2:21][C:22]2[CH:23]=[CH:24][CH:25]=[CH:26][CH:27]=2)=[C:18]([OH:28])[N:17]=[C:16]([CH2:29][C:30]2([C:35]3[C:44]4[C:39](=[CH:40][CH:41]=[CH:42][CH:43]=4)[CH:38]=[CH:37][CH:36]=3)[CH2:31][CH2:32][CH2:33][CH2:34]2)[N:15]=1)=[O:13])([C:4]([CH3:6])([CH3:7])[CH3:5])([CH3:2])[CH3:3]. (7) The product is: [CH3:37][S:38]([O:1][CH2:2][C:3]1[C:8]([CH3:9])=[N:7][C:6]([CH2:10][CH:11]([CH3:13])[CH3:12])=[C:5]([CH2:14][NH:15][C:16]([O:17][C:18]([CH3:19])([CH3:20])[CH3:21])=[O:22])[C:4]=1[C:23]1[CH:24]=[CH:25][C:26]([CH3:29])=[CH:27][CH:28]=1)(=[O:40])=[O:39]. Given the reactants [OH:1][CH2:2][C:3]1[C:4]([C:23]2[CH:28]=[CH:27][C:26]([CH3:29])=[CH:25][CH:24]=2)=[C:5]([CH2:14][NH:15][C:16](=[O:22])[O:17][C:18]([CH3:21])([CH3:20])[CH3:19])[C:6]([CH2:10][CH:11]([CH3:13])[CH3:12])=[N:7][C:8]=1[CH3:9].C(N(CC)CC)C.[CH3:37][S:38](Cl)(=[O:40])=[O:39].C(=O)([O-])O.[Na+], predict the reaction product.